This data is from TCR-epitope binding with 47,182 pairs between 192 epitopes and 23,139 TCRs. The task is: Binary Classification. Given a T-cell receptor sequence (or CDR3 region) and an epitope sequence, predict whether binding occurs between them. (1) The epitope is KLSYGIATV. The TCR CDR3 sequence is CASSPLAGGRGEETQYF. Result: 1 (the TCR binds to the epitope). (2) The epitope is PKYVKQNTLKLAT. The TCR CDR3 sequence is CASSSTGHGTDTQYF. Result: 0 (the TCR does not bind to the epitope). (3) The epitope is WICLLQFAY. The TCR CDR3 sequence is CASSSRQTNTGELFF. Result: 1 (the TCR binds to the epitope).